This data is from Full USPTO retrosynthesis dataset with 1.9M reactions from patents (1976-2016). The task is: Predict the reactants needed to synthesize the given product. (1) Given the product [C:21]1([N:7]2[CH2:11][CH2:10][C@H:9]([NH:12][C:13](=[O:19])[O:14][C:15]([CH3:16])([CH3:18])[CH3:17])[CH2:8]2)[CH:26]=[CH:25][CH:24]=[CH:23][CH:22]=1, predict the reactants needed to synthesize it. The reactants are: C([O-])([O-])=O.[Cs+].[Cs+].[NH:7]1[CH2:11][CH2:10][C@H:9]([NH:12][C:13](=[O:19])[O:14][C:15]([CH3:18])([CH3:17])[CH3:16])[CH2:8]1.I[C:21]1[CH:26]=[CH:25][CH:24]=[CH:23][CH:22]=1. (2) Given the product [CH3:17][C:18]1([CH3:24])[CH2:22][N:21]([CH2:15][C:12]2[CH:11]=[CH:10][C:9]([C:8]#[C:7][C:1]3[CH:2]=[CH:3][CH:4]=[CH:5][CH:6]=3)=[CH:14][N:13]=2)[C:20](=[O:23])[CH2:19]1, predict the reactants needed to synthesize it. The reactants are: [C:1]1([C:7]#[C:8][C:9]2[CH:10]=[CH:11][C:12]([CH2:15]O)=[N:13][CH:14]=2)[CH:6]=[CH:5][CH:4]=[CH:3][CH:2]=1.[CH3:17][C:18]1([CH3:24])[CH2:22][NH:21][C:20](=[O:23])[CH2:19]1. (3) The reactants are: [Br:1][CH2:2][CH:3]=[CH:4][CH2:5]Br.[C:7]1(=[O:17])[NH:11][C:10](=[O:12])[C:9]2=[CH:13][CH:14]=[CH:15][CH:16]=[C:8]12.[K].O. Given the product [Br:1][CH2:2][CH:3]=[CH:4][CH2:5][N:11]1[C:10](=[O:12])[C:9]2=[CH:13][CH:14]=[CH:15][CH:16]=[C:8]2[C:7]1=[O:17], predict the reactants needed to synthesize it. (4) Given the product [Br:19][C:17]1[CH:16]=[CH:15][C:14]([OH:20])=[C:13]([C:10]2[NH:11][N:12]=[C:8]([C:5]3[N:6]=[CH:7][C:2]([NH:1][C:28](=[O:30])[CH3:29])=[CH:3][CH:4]=3)[N:9]=2)[CH:18]=1, predict the reactants needed to synthesize it. The reactants are: [NH2:1][C:2]1[CH:3]=[CH:4][C:5]([C:8]2[N:9]=[C:10]([C:13]3[CH:18]=[C:17]([Br:19])[CH:16]=[CH:15][C:14]=3[OH:20])[NH:11][N:12]=2)=[N:6][CH:7]=1.C(N(CC)CC)C.[C:28](OC(=O)C)(=[O:30])[CH3:29].